From a dataset of Forward reaction prediction with 1.9M reactions from USPTO patents (1976-2016). Predict the product of the given reaction. (1) The product is: [NH2:17][CH:11]([C:4]1[C:5]([O:9][CH3:10])=[CH:6][CH:7]=[CH:8][C:3]=1[O:2][CH3:1])[C:12]([O:14][CH2:15][CH3:16])=[O:13]. Given the reactants [CH3:1][O:2][C:3]1[CH:8]=[CH:7][CH:6]=[C:5]([O:9][CH3:10])[C:4]=1[CH:11]([NH:17]S(C(C)(C)C)=O)[C:12]([O:14][CH2:15][CH3:16])=[O:13].Cl.O1CCOCC1, predict the reaction product. (2) Given the reactants [C:1]([CH2:14][CH2:15][OH:16])([C:4]([C:7]([C:10]([F:13])([F:12])[F:11])([F:9])[F:8])([F:6])[F:5])([F:3])[F:2].O1C[CH2:20][CH2:19][CH2:18]1.[OH-].[Na+].BrCCC, predict the reaction product. The product is: [C:1]([CH2:14][CH2:15][O:16][CH2:18][CH2:19][CH3:20])([C:4]([C:7]([C:10]([F:11])([F:12])[F:13])([F:9])[F:8])([F:6])[F:5])([F:3])[F:2]. (3) The product is: [N:1]12[CH2:8][CH2:7][CH:4]([CH2:5][CH2:6]1)[C@H:3]([NH:9][CH2:10][CH2:11][N:12]1[C:16]3[C:17]([C:21]([O-:23])=[O:22])=[CH:18][CH:19]=[CH:20][C:15]=3[N:14]=[CH:13]1)[CH2:2]2.[Li+:27]. Given the reactants [N:1]12[CH2:8][CH2:7][CH:4]([CH2:5][CH2:6]1)[C@H:3]([NH:9][CH2:10][CH2:11][N:12]1[C:16]3[C:17]([C:21]([O:23]C)=[O:22])=[CH:18][CH:19]=[CH:20][C:15]=3[N:14]=[CH:13]1)[CH2:2]2.O.[OH-].[Li+:27].O, predict the reaction product.